Dataset: Reaction yield outcomes from USPTO patents with 853,638 reactions. Task: Predict the reaction yield, written as a fraction of the theoretical maximum amount of product (1.0 means a 100% yield; for example, 0.34 means a 34% yield). (1) The reactants are C[O:2][C:3](=[O:37])[CH2:4][N:5]([S:29]([N:32]([CH2:35][CH3:36])[CH2:33][CH3:34])(=[O:31])=[O:30])[CH2:6][C:7]1[CH:12]=[CH:11][C:10]([O:13][CH2:14][CH2:15][C:16]2[N:17]=[C:18]([C:22]3[CH:27]=[CH:26][C:25]([CH3:28])=[CH:24][CH:23]=3)[O:19][C:20]=2[CH3:21])=[CH:9][CH:8]=1.O.[OH-].[Li+]. No catalyst specified. The product is [CH2:33]([N:32]([S:29]([N:5]([CH2:4][C:3]([OH:37])=[O:2])[CH2:6][C:7]1[CH:8]=[CH:9][C:10]([O:13][CH2:14][CH2:15][C:16]2[N:17]=[C:18]([C:22]3[CH:23]=[CH:24][C:25]([CH3:28])=[CH:26][CH:27]=3)[O:19][C:20]=2[CH3:21])=[CH:11][CH:12]=1)(=[O:30])=[O:31])[CH2:35][CH3:36])[CH3:34]. The yield is 0.990. (2) The yield is 0.630. The product is [NH2:1][C:4]1[CH:5]=[C:6]([CH:22]=[CH:23][CH:24]=1)[CH2:7][CH2:8][N:9]1[CH2:10][CH2:11][N:12]([C:15]([O:17][C:18]([CH3:20])([CH3:21])[CH3:19])=[O:16])[CH2:13][CH2:14]1. The catalyst is CO.[Pd].[OH-].[OH-].[Pd+2]. The reactants are [N+:1]([C:4]1[CH:5]=[C:6]([CH:22]=[CH:23][CH:24]=1)[CH2:7][CH2:8][N:9]1[CH2:14][CH2:13][N:12]([C:15]([O:17][C:18]([CH3:21])([CH3:20])[CH3:19])=[O:16])[CH2:11][CH2:10]1)([O-])=O.[H][H]. (3) The reactants are [NH2:1][C:2]1[N:7]=[C:6]([NH:8][C:9]2[CH:23]=[CH:22][C:12]([O:13][C:14]3[CH:19]=[CH:18][N:17]=[C:16]([C:20]#[N:21])[CH:15]=3)=[CH:11][CH:10]=2)[CH:5]=[C:4]([C:24]2[CH:29]=[CH:28][CH:27]=[CH:26][CH:25]=2)[N:3]=1.C([O-])(=O)C.[Na+].[Br:35]Br.ClCCl. The catalyst is C(O)(=O)C.O. The product is [NH2:1][C:2]1[N:7]=[C:6]([NH:8][C:9]2[CH:23]=[CH:22][C:12]([O:13][C:14]3[CH:19]=[CH:18][N:17]=[C:16]([C:20]#[N:21])[CH:15]=3)=[CH:11][CH:10]=2)[C:5]([Br:35])=[C:4]([C:24]2[CH:25]=[CH:26][CH:27]=[CH:28][CH:29]=2)[N:3]=1. The yield is 0.830. (4) The yield is 0.840. The catalyst is CO. The product is [CH2:3]([O:10][C:11]1[CH:12]=[CH:13][C:14]([C@@H:17]2[CH2:19][C@H:18]2[C:20]([OH:22])=[O:21])=[CH:15][CH:16]=1)[C:4]1[CH:5]=[CH:6][CH:7]=[CH:8][CH:9]=1. The reactants are [OH-].[Na+].[CH2:3]([O:10][C:11]1[CH:16]=[CH:15][C:14]([C@@H:17]2[CH2:19][C@H:18]2[C:20]([O:22]CC)=[O:21])=[CH:13][CH:12]=1)[C:4]1[CH:9]=[CH:8][CH:7]=[CH:6][CH:5]=1. (5) The reactants are [CH2:1]([C:3]1[C:8](=[O:9])[NH:7][C:6]([CH3:10])=[C:5]([C:11]2[S:15][C:14]([S:16](Cl)(=[O:18])=[O:17])=[CH:13][CH:12]=2)[CH:4]=1)[CH3:2].[O:20]1[CH:24]=[CH:23][CH:22]=[C:21]1[CH2:25][NH:26][CH3:27]. No catalyst specified. The product is [O:20]1[CH:24]=[CH:23][CH:22]=[C:21]1[CH2:25][N:26]([CH3:27])[S:16]([C:14]1[S:15][C:11]([C:5]2[CH:4]=[C:3]([CH2:1][CH3:2])[C:8](=[O:9])[NH:7][C:6]=2[CH3:10])=[CH:12][CH:13]=1)(=[O:18])=[O:17]. The yield is 0.780. (6) The reactants are Br[C:2]1[CH:24]=[N:23][C:5]2[N:6]([CH2:15][O:16][CH2:17][CH2:18][Si:19]([CH3:22])([CH3:21])[CH3:20])[C:7]3[CH:12]=[N:11][C:10]([C:13]#[N:14])=[CH:9][C:8]=3[C:4]=2[CH:3]=1.C([O-])=O.[NH4+]. The catalyst is O1CCCC1.[Zn]. The product is [CH3:20][Si:19]([CH3:22])([CH3:21])[CH2:18][CH2:17][O:16][CH2:15][N:6]1[C:7]2[CH:12]=[N:11][C:10]([C:13]#[N:14])=[CH:9][C:8]=2[C:4]2[CH:3]=[CH:2][CH:24]=[N:23][C:5]1=2. The yield is 0.800. (7) The reactants are [OH-:1].[Na+].[CH3:3][S:4][C:5]1[CH:10]=[CH:9][C:8]([OH:11])=[CH:7][CH:6]=1.[OH:12]O.[OH:14]S([O-])=O.[Na+]. The catalyst is O.C(Cl)Cl. The product is [CH3:3][S:4]([C:5]1[CH:10]=[CH:9][C:8]([OH:11])=[CH:7][CH:6]=1)=[O:14].[CH3:3][S:4]([C:5]1[CH:10]=[CH:9][C:8]([OH:11])=[CH:7][CH:6]=1)(=[O:12])=[O:1]. The yield is 0.420. (8) The reactants are [CH3:1][N:2]([CH3:19])[CH2:3][CH2:4][O:5][C:6]1[CH:11]=[CH:10][C:9]([NH2:12])=[CH:8][C:7]=1[C:13]1[N:14]([CH3:18])[N:15]=[CH:16][CH:17]=1.[Cl:20][C:21]1[CH:26]=[CH:25][C:24]([N:27]=[C:28]=[O:29])=[CH:23][CH:22]=1. The catalyst is C(Cl)Cl. The product is [Cl:20][C:21]1[CH:26]=[CH:25][C:24]([NH:27][C:28]([NH:12][C:9]2[CH:10]=[CH:11][C:6]([O:5][CH2:4][CH2:3][N:2]([CH3:19])[CH3:1])=[C:7]([C:13]3[N:14]([CH3:18])[N:15]=[CH:16][CH:17]=3)[CH:8]=2)=[O:29])=[CH:23][CH:22]=1. The yield is 0.698. (9) The reactants are [CH:1]1([C:7]2[C:12]([O:13]COC)=[CH:11][C:10]([O:17]COC)=[CH:9][C:8]=2[CH3:21])[CH2:6][CH2:5][CH2:4][CH2:3][CH2:2]1. The catalyst is CC(OC)(C)C.CCCCCCC. The product is [CH:1]1([C:7]2[C:8]([CH3:21])=[CH:9][C:10]([OH:17])=[CH:11][C:12]=2[OH:13])[CH2:2][CH2:3][CH2:4][CH2:5][CH2:6]1. The yield is 0.840.